The task is: Predict the product of the given reaction.. This data is from Forward reaction prediction with 1.9M reactions from USPTO patents (1976-2016). Given the reactants [O:1]1[CH2:6][CH2:5][O:4][CH2:3][C@@H:2]1[CH2:7][OH:8].N1C=CC=CC=1.[C:15]1([CH3:25])[CH:20]=[CH:19][C:18]([S:21](Cl)(=[O:23])=[O:22])=[CH:17][CH:16]=1, predict the reaction product. The product is: [CH3:25][C:15]1[CH:20]=[CH:19][C:18]([S:21]([O:8][CH2:7][C@H:2]2[CH2:3][O:4][CH2:5][CH2:6][O:1]2)(=[O:23])=[O:22])=[CH:17][CH:16]=1.